This data is from Forward reaction prediction with 1.9M reactions from USPTO patents (1976-2016). The task is: Predict the product of the given reaction. (1) The product is: [F:1][C:2]1[CH:3]=[CH:4][C:5]([CH2:6][NH:7][CH2:8][CH2:9][C:10]2[CH:11]=[C:12]3[C:16](=[CH:17][C:18]=2[NH2:19])[N:15]([C:22]([C:23]2[CH:24]=[CH:25][CH:26]=[CH:27][CH:28]=2)([C:29]2[CH:30]=[CH:31][CH:32]=[CH:33][CH:34]=2)[C:35]2[CH:40]=[CH:39][CH:38]=[CH:37][CH:36]=2)[N:14]=[CH:13]3)=[CH:41][CH:42]=1. Given the reactants [F:1][C:2]1[CH:42]=[CH:41][C:5]([CH2:6][NH:7][CH2:8][CH2:9][C:10]2[CH:11]=[C:12]3[C:16](=[CH:17][C:18]=2[N+:19]([O-])=O)[N:15]([C:22]([C:35]2[CH:40]=[CH:39][CH:38]=[CH:37][CH:36]=2)([C:29]2[CH:34]=[CH:33][CH:32]=[CH:31][CH:30]=2)[C:23]2[CH:28]=[CH:27][CH:26]=[CH:25][CH:24]=2)[N:14]=[CH:13]3)=[CH:4][CH:3]=1, predict the reaction product. (2) The product is: [CH2:1]([O:8][C:9]([N:11]1[C@@H:12]([CH2:15][CH2:16][OH:17])[CH2:13][O:14][C:20]1([CH3:22])[CH3:21])=[O:10])[C:2]1[CH:3]=[CH:4][CH:5]=[CH:6][CH:7]=1. Given the reactants [CH2:1]([O:8][C:9]([NH:11][C@@H:12]([CH2:15][CH2:16][OH:17])[CH2:13][OH:14])=[O:10])[C:2]1[CH:7]=[CH:6][CH:5]=[CH:4][CH:3]=1.CO[C:20]([CH3:22])=[CH2:21], predict the reaction product. (3) Given the reactants [NH2:1][C@@H:2]1[CH2:6][CH2:5][N:4](C(OC(C)(C)C)=O)[CH2:3]1.[Br:14][C:15]1[CH:23]=[C:22]2[C:18]([CH:19]=[C:20]([C:24](O)=[O:25])[NH:21]2)=[C:17]([F:27])[CH:16]=1.N, predict the reaction product. The product is: [Br:14][C:15]1[CH:23]=[C:22]2[C:18]([CH:19]=[C:20]([C:24]([NH:1][C@@H:2]3[CH2:6][CH2:5][NH:4][CH2:3]3)=[O:25])[NH:21]2)=[C:17]([F:27])[CH:16]=1. (4) Given the reactants [F:1][C:2]1[CH:3]=[C:4]([NH2:9])[C:5]([NH2:8])=[CH:6][CH:7]=1.[C:10](N1C=CN=C1)(N1C=CN=C1)=[O:11].N, predict the reaction product. The product is: [F:1][C:2]1[CH:7]=[CH:6][C:5]2[NH:8][C:10](=[O:11])[NH:9][C:4]=2[CH:3]=1. (5) Given the reactants P(Cl)(Cl)(Cl)(Cl)[Cl:2].[CH3:7][C:8]1[C:17]([C:18]2[C:23]([F:24])=[CH:22][C:21]([F:25])=[CH:20][C:19]=2[F:26])=[C:16](O)[C:15]2[C:10](=[N:11][C:12]([CH3:28])=[CH:13][CH:14]=2)[N:9]=1.C(=O)([O-])[O-].[Na+].[Na+], predict the reaction product. The product is: [Cl:2][C:16]1[C:15]2[C:10](=[N:11][C:12]([CH3:28])=[CH:13][CH:14]=2)[N:9]=[C:8]([CH3:7])[C:17]=1[C:18]1[C:23]([F:24])=[CH:22][C:21]([F:25])=[CH:20][C:19]=1[F:26]. (6) The product is: [C:27]([C:24]1[CH:25]=[CH:26][C:21]([O:20][C:2]2[C:9]([C:10]#[N:11])=[C:8]([OH:12])[C:7]([OH:16])=[CH:6][C:3]=2[C:4]#[N:5])=[CH:22][CH:23]=1)(=[O:29])[CH3:28]. Given the reactants Br[C:2]1[C:9]([C:10]#[N:11])=[C:8]([O:12]C(C)C)[C:7]([O:16]C(C)C)=[CH:6][C:3]=1[C:4]#[N:5].[OH:20][C:21]1[CH:26]=[CH:25][C:24]([C:27](=[O:29])[CH3:28])=[CH:23][CH:22]=1, predict the reaction product. (7) Given the reactants Cl.[NH2:2][C@H:3]1[CH2:8][CH2:7][C@H:6]([NH:9][C:10]([C:12]2[C:16]3[N:17]=[CH:18][N:19]=[C:20]([C:21]4[CH:26]=[C:25]([CH:27]([CH3:29])[CH3:28])[CH:24]=[CH:23][C:22]=4[O:30][CH2:31][CH:32]4[CH2:34][CH2:33]4)[C:15]=3[NH:14][C:13]=2[CH3:35])=[O:11])[CH2:5][CH2:4]1.[C:36](Cl)(=[O:38])[CH3:37], predict the reaction product. The product is: [C:36]([NH:2][C@H:3]1[CH2:8][CH2:7][C@H:6]([NH:9][C:10]([C:12]2[C:16]3[N:17]=[CH:18][N:19]=[C:20]([C:21]4[CH:26]=[C:25]([CH:27]([CH3:29])[CH3:28])[CH:24]=[CH:23][C:22]=4[O:30][CH2:31][CH:32]4[CH2:33][CH2:34]4)[C:15]=3[NH:14][C:13]=2[CH3:35])=[O:11])[CH2:5][CH2:4]1)(=[O:38])[CH3:37]. (8) Given the reactants [Cl:1][C:2]1[N:10]=[C:9]2[C:5]([N:6]=[CH:7][N:8]2[CH3:11])=[C:4](Cl)[N:3]=1.C(N(CC)CC)C.[CH:20]1([NH2:26])[CH2:25][CH2:24][CH2:23][CH2:22][CH2:21]1, predict the reaction product. The product is: [Cl:1][C:2]1[N:10]=[C:9]2[C:5]([N:6]=[CH:7][N:8]2[CH3:11])=[C:4]([NH:26][CH:20]2[CH2:25][CH2:24][CH2:23][CH2:22][CH2:21]2)[N:3]=1. (9) The product is: [O:23]1[C:32]2[C:27](=[CH:28][CH:29]=[CH:30][CH:31]=2)[CH2:26][C:25](=[O:33])[CH:24]1[C:34]1[CH:39]=[CH:38][CH:37]=[CH:36][CH:35]=1. Given the reactants CC(OI1(OC(C)=O)(OC(C)=O)OC(=O)C2C=CC=CC1=2)=O.[O:23]1[C:32]2[C:27](=[CH:28][CH:29]=[CH:30][CH:31]=2)[CH2:26][C@@H:25]([OH:33])[C@@H:24]1[C:34]1[CH:39]=[CH:38][CH:37]=[CH:36][CH:35]=1.C(=O)(O)[O-].[Na+].S([O-])([O-])(=O)=S.[Na+].[Na+], predict the reaction product.